Dataset: Forward reaction prediction with 1.9M reactions from USPTO patents (1976-2016). Task: Predict the product of the given reaction. (1) Given the reactants [CH:1]([N:14]1[CH2:19][CH2:18][N:17]([C:20]2([CH2:24]S(C3C=CC=CC=3)(=O)=O)[CH2:23][O:22][CH2:21]2)[CH2:16][CH2:15]1)([C:8]1[CH:13]=[CH:12][CH:11]=[CH:10][CH:9]=1)[C:2]1[CH:7]=[CH:6][CH:5]=[CH:4][CH:3]=1.[Mg].Cl, predict the reaction product. The product is: [CH:1]([N:14]1[CH2:19][CH2:18][N:17]([C:20]2([CH3:24])[CH2:21][O:22][CH2:23]2)[CH2:16][CH2:15]1)([C:8]1[CH:9]=[CH:10][CH:11]=[CH:12][CH:13]=1)[C:2]1[CH:7]=[CH:6][CH:5]=[CH:4][CH:3]=1. (2) Given the reactants [C:1]([O:5][C:6]([NH:8][C@@H:9]([C:13]1[CH:18]=[CH:17][C:16]([OH:19])=[CH:15][CH:14]=1)[C:10]([OH:12])=O)=[O:7])([CH3:4])([CH3:3])[CH3:2].C([N:23]([CH2:27][CH3:28])[CH:24]([CH3:26])C)(C)C.F[B-](F)(F)F.N1(OC(N(C)C)=[N+](C)C)C2C=CC=CC=2N=N1.N1CCCC1, predict the reaction product. The product is: [C:1]([O:5][C:6](=[O:7])[NH:8][C@@H:9]([C:13]1[CH:18]=[CH:17][C:16]([OH:19])=[CH:15][CH:14]=1)[C:10](=[O:12])[N:23]1[CH2:24][CH2:26][CH2:28][CH2:27]1)([CH3:2])([CH3:3])[CH3:4].